From a dataset of Peptide-MHC class II binding affinity with 134,281 pairs from IEDB. Regression. Given a peptide amino acid sequence and an MHC pseudo amino acid sequence, predict their binding affinity value. This is MHC class II binding data. (1) The MHC is HLA-DPA10103-DPB10301 with pseudo-sequence HLA-DPA10103-DPB10301. The binding affinity (normalized) is 0.201. The peptide sequence is EWEFVNTPPLVKLWY. (2) The binding affinity (normalized) is 0.443. The peptide sequence is AFNVAATAANAAPAN. The MHC is DRB1_0701 with pseudo-sequence DRB1_0701. (3) The peptide sequence is GAFLVRNGKKLIPSW. The MHC is HLA-DQA10201-DQB10301 with pseudo-sequence HLA-DQA10201-DQB10301. The binding affinity (normalized) is 0.266. (4) The peptide sequence is LGGLWKTVSPHLSPI. The MHC is DRB1_1501 with pseudo-sequence DRB1_1501. The binding affinity (normalized) is 0.525. (5) The peptide sequence is KEPIVGAETFYVDGA. The MHC is H-2-IAd with pseudo-sequence H-2-IAd. The binding affinity (normalized) is 0.435. (6) The peptide sequence is IQGNVTSIHSLLDEG. The MHC is DRB1_0404 with pseudo-sequence DRB1_0404. The binding affinity (normalized) is 0.612.